From a dataset of Full USPTO retrosynthesis dataset with 1.9M reactions from patents (1976-2016). Predict the reactants needed to synthesize the given product. (1) Given the product [OH:13][C:8]([C:14]1[CH:15]=[CH:16][C:17]([N:20]([CH3:30])[S:21]([C:24]2[CH:29]=[CH:28][CH:27]=[CH:26][CH:25]=2)(=[O:22])=[O:23])=[CH:18][CH:19]=1)([C:9]([F:12])([F:10])[F:11])[C:5]#[C:4][CH2:3][CH:2]([CH3:7])[CH3:31], predict the reactants needed to synthesize it. The reactants are: Cl[C:2]1[CH:7]=C[C:5]([C:8]([C:14]2[CH:19]=[CH:18][C:17]([N:20]([CH3:30])[S:21]([C:24]3[CH:29]=[CH:28][CH:27]=[CH:26][CH:25]=3)(=[O:23])=[O:22])=[CH:16][CH:15]=2)([OH:13])[C:9]([F:12])([F:11])[F:10])=[CH:4][CH:3]=1.[CH3:31]C(C)CC#C. (2) Given the product [ClH:2].[Cl:2][C:3]1[CH:33]=[CH:32][C:6]([C:7]([NH:9][CH2:10][CH2:11][NH:12][C:13]2[C:18]([Cl:19])=[CH:17][C:16](/[CH:20]=[CH:21]/[C:22]([NH:23][OH:24])=[O:31])=[CH:15][N:14]=2)=[O:8])=[CH:5][CH:4]=1, predict the reactants needed to synthesize it. The reactants are: Cl.[Cl:2][C:3]1[CH:33]=[CH:32][C:6]([C:7]([NH:9][CH2:10][CH2:11][NH:12][C:13]2[C:18]([Cl:19])=[CH:17][C:16](/[CH:20]=[CH:21]/[C:22](=[O:31])[NH:23][O:24]C3CCCCO3)=[CH:15][N:14]=2)=[O:8])=[CH:5][CH:4]=1. (3) The reactants are: [C:1]([C:3]1[CH:8]=[CH:7][C:6]([NH:9][CH:10]([C:16]2[CH:21]=[C:20]([C:22]#[C:23][Si:24]([CH3:27])([CH3:26])[CH3:25])[CH:19]=[C:18]([CH2:28]O)[CH:17]=2)[C:11]([O:13][CH2:14][CH3:15])=[O:12])=[CH:5][CH:4]=1)#[N:2].CS(Cl)(=O)=O.[NH:35]1[CH2:39][CH2:38][CH2:37][CH2:36]1. Given the product [C:1]([C:3]1[CH:4]=[CH:5][C:6]([NH:9][CH:10]([C:16]2[CH:21]=[C:20]([C:22]#[C:23][Si:24]([CH3:26])([CH3:27])[CH3:25])[CH:19]=[C:18]([CH2:28][N:35]3[CH2:39][CH2:38][CH2:37][CH2:36]3)[CH:17]=2)[C:11]([O:13][CH2:14][CH3:15])=[O:12])=[CH:7][CH:8]=1)#[N:2], predict the reactants needed to synthesize it. (4) Given the product [C:1]1([C:25]2[CH:26]=[CH:27][CH:28]=[CH:29][CH:30]=2)[CH:6]=[CH:5][C:4]([C:7]2[N:12]=[C:11]3[CH:13]=[C:14]([O:16][CH:17]4[CH2:18][CH2:19][C:20](=[O:23])[CH2:21][CH2:22]4)[N:15]([C:31]([O:33][C:34]([CH3:37])([CH3:36])[CH3:35])=[O:32])[C:10]3=[CH:9][C:8]=2[Cl:24])=[CH:3][CH:2]=1, predict the reactants needed to synthesize it. The reactants are: [C:1]1([C:25]2[CH:30]=[CH:29][CH:28]=[CH:27][CH:26]=2)[CH:6]=[CH:5][C:4]([C:7]2[N:12]=[C:11]3[CH:13]=[C:14]([O:16][CH:17]4[CH2:22][CH2:21][C:20](=[O:23])[CH2:19][CH2:18]4)[NH:15][C:10]3=[CH:9][C:8]=2[Cl:24])=[CH:3][CH:2]=1.[C:31](O[C:31]([O:33][C:34]([CH3:37])([CH3:36])[CH3:35])=[O:32])([O:33][C:34]([CH3:37])([CH3:36])[CH3:35])=[O:32].C(N(CC)CC)C. (5) Given the product [CH:29]([OH:30])=[O:28].[C:1]([C:5]1[CH:23]=[CH:22][C:8]([C:9]([NH:11][C:12]2[N:13]=[C:14]3[CH:19]=[CH:18][C:17]([C:32]4[NH:31][CH:35]=[CH:34][CH:33]=4)=[N:16][N:15]3[CH:21]=2)=[O:10])=[CH:7][CH:6]=1)([CH3:4])([CH3:3])[CH3:2], predict the reactants needed to synthesize it. The reactants are: [C:1]([C:5]1[CH:23]=[CH:22][C:8]([C:9]([NH:11][C:12]2[N:13]=[C:14]3[CH:19]=[CH:18][C:17](Cl)=[N:16][N:15]3[CH:21]=2)=[O:10])=[CH:7][CH:6]=1)([CH3:4])([CH3:3])[CH3:2].C([O:28][C:29]([N:31]1[CH:35]=[CH:34][CH:33]=[C:32]1B(O)O)=[O:30])(C)(C)C. (6) Given the product [Cl:1][C:2]1[C:3]([O:16][CH:14]2[CH2:15][O:12][CH2:13]2)=[CH:4][C:5]([C:8]([OH:10])=[O:9])=[N:6][CH:7]=1, predict the reactants needed to synthesize it. The reactants are: [Cl:1][C:2]1[C:3](I)=[CH:4][C:5]([C:8]([OH:10])=[O:9])=[N:6][CH:7]=1.[O:12]1[CH2:15][CH:14]([OH:16])[CH2:13]1.[H-].[Na+]. (7) Given the product [CH2:54]([O:53][C:47](=[O:52])[CH2:48][C:4]1[CH:9]=[CH:8][CH:7]=[C:6]([C:10]2([CH3:15])[O:14][CH2:13][CH2:12][O:11]2)[CH:5]=1)[CH3:55], predict the reactants needed to synthesize it. The reactants are: N#N.Br[C:4]1[CH:5]=[C:6]([C:10]2([CH3:15])[O:14][CH2:13][CH2:12][O:11]2)[CH:7]=[CH:8][CH:9]=1.C(P(C(C)(C)C)C1C=CC=CC=1C1C=CC=CC=1C)(C)(C)C.O.P([O-])([O-])([O-])=O.[K+].[K+].[K+].[C:47]([O:53][CH2:54][CH3:55])(=[O:52])[CH2:48]C(C)=O. (8) Given the product [F:1][C:2]1[CH:7]=[CH:6][CH:5]=[C:4]([N+:8]([O-:10])=[O:9])[C:3]=1[O:12][C:13]1[CH:23]=[CH:22][CH:21]=[C:20]([CH3:24])[C:14]=1[C:15]([O:17][CH2:18][CH3:19])=[O:16], predict the reactants needed to synthesize it. The reactants are: [F:1][C:2]1[CH:7]=[CH:6][CH:5]=[C:4]([N+:8]([O-:10])=[O:9])[C:3]=1F.[OH:12][C:13]1[CH:23]=[CH:22][CH:21]=[C:20]([CH3:24])[C:14]=1[C:15]([O:17][CH2:18][CH3:19])=[O:16].C(=O)([O-])[O-].[K+].[K+].